From a dataset of Full USPTO retrosynthesis dataset with 1.9M reactions from patents (1976-2016). Predict the reactants needed to synthesize the given product. (1) Given the product [CH3:1][O:2][C:3]1[CH:8]=[C:7]([C:9]([F:12])([F:11])[F:10])[CH:6]=[CH:5][C:4]=1[C:13]1[C:22]2[C:17](=[CH:18][C:19]([S:23]([NH:26][C:27]3[S:28][CH:29]=[CH:30][N:31]=3)(=[O:25])=[O:24])=[CH:20][CH:21]=2)[C:16](=[O:41])[NH:15][N:14]=1, predict the reactants needed to synthesize it. The reactants are: [CH3:1][O:2][C:3]1[CH:8]=[C:7]([C:9]([F:12])([F:11])[F:10])[CH:6]=[CH:5][C:4]=1[C:13]1[C:22]2[C:17](=[CH:18][C:19]([S:23]([N:26](CC3C=CC(OC)=CC=3)[C:27]3[S:28][CH:29]=[CH:30][N:31]=3)(=[O:25])=[O:24])=[CH:20][CH:21]=2)[C:16](=[O:41])[NH:15][N:14]=1.C(O)(C(F)(F)F)=O. (2) Given the product [CH3:26][O:27][C:10]1[CH:9]=[C:5]2[C:4]([C:21]3[C:7]([CH2:13][C:14]4[CH:19]=[CH:18][CH:17]=[CH:16][CH:15]=4)([CH2:6]2)[CH2:25][CH2:24][C:22](=[O:23])[CH:20]=3)=[CH:3][CH:11]=1, predict the reactants needed to synthesize it. The reactants are: CO[C:3]1[CH:4]=[C:5]2[C:9](=[CH:10][CH:11]=1)C(=O)[CH:7]([CH2:13][C:14]1[CH:19]=[CH:18][CH:17]=[CH:16][CH:15]=1)[CH2:6]2.[CH:20]([C:22]([CH2:24][CH3:25])=[O:23])=[CH2:21].[CH3:26][O-:27].[Na+].C(Cl)Cl. (3) Given the product [CH2:1]([O:8][C:9]1[CH:14]=[CH:13][C:12]([N+:15]([O-:17])=[O:16])=[C:11]([S:32][CH2:25][C:26]2[CH:31]=[CH:30][CH:29]=[CH:28][CH:27]=2)[CH:10]=1)[C:2]1[CH:7]=[CH:6][CH:5]=[CH:4][CH:3]=1, predict the reactants needed to synthesize it. The reactants are: [CH2:1]([O:8][C:9]1[CH:14]=[CH:13][C:12]([N+:15]([O-:17])=[O:16])=[C:11](F)[CH:10]=1)[C:2]1[CH:7]=[CH:6][CH:5]=[CH:4][CH:3]=1.C(=O)([O-])[O-].[Na+].[Na+].[CH2:25]([SH:32])[C:26]1[CH:31]=[CH:30][CH:29]=[CH:28][CH:27]=1.O. (4) The reactants are: [CH3:1][O:2][C:3]1[CH:8]=[CH:7][CH:6]=[C:5]([O:9][CH3:10])[C:4]=1[O:11][C:12](=[O:14])[CH3:13].[I:15]I. Given the product [C:12]([O:11][C:4]1[C:3]([O:2][CH3:1])=[C:8]([I:15])[CH:7]=[CH:6][C:5]=1[O:9][CH3:10])(=[O:14])[CH3:13], predict the reactants needed to synthesize it. (5) Given the product [F:12][C:4]1[C:5]([O:10][CH3:11])=[CH:6][C:7]([O:8][CH3:9])=[C:2]([F:1])[C:3]=1[N:13]1[CH2:18][C:17]2[CH:19]=[N:20][C:21]3[NH:25][N:24]=[CH:23][C:22]=3[C:16]=2[N:15]([C:26]2[C:27]([F:35])=[C:28]([CH:32]=[CH:33][CH:34]=2)[C:29]([NH:40][CH:38]([CH3:39])[CH3:37])=[O:30])[C:14]1=[O:36], predict the reactants needed to synthesize it. The reactants are: [F:1][C:2]1[C:7]([O:8][CH3:9])=[CH:6][C:5]([O:10][CH3:11])=[C:4]([F:12])[C:3]=1[N:13]1[CH2:18][C:17]2[CH:19]=[N:20][C:21]3[NH:25][N:24]=[CH:23][C:22]=3[C:16]=2[N:15]([C:26]2[C:27]([F:35])=[C:28]([CH:32]=[CH:33][CH:34]=2)[C:29](O)=[O:30])[C:14]1=[O:36].[CH3:37][CH:38]([NH2:40])[CH3:39].F[P-](F)(F)(F)(F)F.N1(O[P+](N(C)C)(N(C)C)N(C)C)C2C=CC=CC=2N=N1.C(N(CC)C(C)C)(C)C.